This data is from Forward reaction prediction with 1.9M reactions from USPTO patents (1976-2016). The task is: Predict the product of the given reaction. (1) Given the reactants [CH2:1]([NH:8][C:9]1[CH:14]=[CH:13][C:12]([C:15](=[O:25])[CH:16]([CH:18](C(O)=O)[C:19]([OH:21])=[O:20])[CH3:17])=[CH:11][C:10]=1[OH:26])[C:2]1[CH:7]=[CH:6][CH:5]=[CH:4][CH:3]=1.C(O)COCCO.COC.C(OC(C)C)(C)C.Cl, predict the reaction product. The product is: [CH2:1]([NH:8][C:9]1[CH:14]=[CH:13][C:12]([C:15](=[O:25])[CH:16]([CH3:17])[CH2:18][C:19]([OH:21])=[O:20])=[CH:11][C:10]=1[OH:26])[C:2]1[CH:3]=[CH:4][CH:5]=[CH:6][CH:7]=1. (2) Given the reactants [CH3:1][O:2][C:3](=[O:34])[CH2:4][C@H:5]1[C:9]2[CH:10]=[CH:11][C:12]([O:14][C@H:15]3[C:23]4[C:18](=[C:19](B5OC(C)(C)C(C)(C)O5)[CH:20]=[CH:21][C:22]=4[F:24])[CH2:17][CH2:16]3)=[CH:13][C:8]=2[O:7][CH2:6]1.Br[C:36]1[C:41]([CH3:42])=[CH:40][C:39]([C:43]2[N:48]=[CH:47][C:46]([CH3:49])=[CH:45][N:44]=2)=[CH:38][C:37]=1[CH3:50].BrC1C=CC(F)=C2C=1CC[C@H]2OC1C=CC2[C@H](CC(OC)=O)COC=2C=1, predict the reaction product. The product is: [CH3:1][O:2][C:3](=[O:34])[CH2:4][C@H:5]1[C:9]2[CH:10]=[CH:11][C:12]([O:14][C@H:15]3[C:23]4[C:18](=[C:19]([C:36]5[C:37]([CH3:50])=[CH:38][C:39]([C:43]6[N:44]=[CH:45][C:46]([CH3:49])=[CH:47][N:48]=6)=[CH:40][C:41]=5[CH3:42])[CH:20]=[CH:21][C:22]=4[F:24])[CH2:17][CH2:16]3)=[CH:13][C:8]=2[O:7][CH2:6]1. (3) Given the reactants [H-].[H-].[H-].[H-].[Li+].[Al+3].[CH:7]1([O:13][C:14]2[CH:24]=[CH:23][C:17]([C:18](OCC)=[O:19])=[CH:16][CH:15]=2)[CH2:12][CH2:11][CH2:10][CH2:9][CH2:8]1.[OH-].[K+], predict the reaction product. The product is: [CH:7]1([O:13][C:14]2[CH:15]=[CH:16][C:17]([CH2:18][OH:19])=[CH:23][CH:24]=2)[CH2:12][CH2:11][CH2:10][CH2:9][CH2:8]1. (4) Given the reactants [F:1][C:2]1[C:7]([F:8])=[CH:6][CH:5]=[CH:4][C:3]=1[CH2:9][S:10][C:11]1[N:16]=[C:15]([NH:17][S:18]([C:21]2[CH:26]=[CH:25][C:24](=[O:27])[N:23]([CH3:28])[CH:22]=2)(=[O:20])=[O:19])[CH:14]=[C:13]([O:29][C@H:30]([CH3:52])[CH2:31][O:32]C(C2C=CC=CC=2)(C2C=CC=CC=2)C2C=CC=CC=2)[N:12]=1.C1(C)C=CC(S(O)(=O)=O)=CC=1.C1(OC)C=CC=CC=1, predict the reaction product. The product is: [F:1][C:2]1[C:7]([F:8])=[CH:6][CH:5]=[CH:4][C:3]=1[CH2:9][S:10][C:11]1[N:16]=[C:15]([NH:17][S:18]([C:21]2[CH:26]=[CH:25][C:24](=[O:27])[N:23]([CH3:28])[CH:22]=2)(=[O:19])=[O:20])[CH:14]=[C:13]([O:29][C@H:30]([CH3:52])[CH2:31][OH:32])[N:12]=1. (5) Given the reactants C[O:2][C:3]([C:5]1[S:6][C:7]([CH2:10][OH:11])=[CH:8][CH:9]=1)=[O:4].[OH-].[Na+], predict the reaction product. The product is: [OH:11][CH2:10][C:7]1[S:6][C:5]([C:3]([OH:4])=[O:2])=[CH:9][CH:8]=1. (6) Given the reactants CC([CH:5]([S:9][C:10]1[N:15]([CH2:16][C:17]2[CH:22]=[CH:21][CH:20]=[C:19]([Cl:23])[C:18]=2[CH3:24])[C:14]2[N:25]=[C:26]([N:28]3[CH2:33][CH2:32][O:31][CH2:30][CH2:29]3)[S:27][C:13]=2[C:12](=[O:34])[N:11]=1)[C:6]([O-:8])=[O:7])(C)C.C(O)(C(F)(F)F)=O, predict the reaction product. The product is: [Cl:23][C:19]1[C:18]([CH3:24])=[C:17]([CH2:16][N:15]2[C:14]3[N:25]=[C:26]([N:28]4[CH2:29][CH2:30][O:31][CH2:32][CH2:33]4)[S:27][C:13]=3[C:12](=[O:34])[N:11]=[C:10]2[S:9][CH2:5][C:6]([OH:8])=[O:7])[CH:22]=[CH:21][CH:20]=1. (7) Given the reactants [CH3:1][C:2]([S:5]([NH2:7])=[O:6])([CH3:4])[CH3:3].[Br:8][C:9]1[CH:18]=[C:17]2[C:12]([CH2:13][CH2:14][C:15]3([CH2:21][CH2:20]3)[C:16]2=O)=[CH:11][CH:10]=1.CO.C([O-])(O)=O.[Na+], predict the reaction product. The product is: [Br:8][C:9]1[CH:18]=[C:17]2[C:12]([CH2:13][CH2:14][C:15]3([CH2:21][CH2:20]3)[C:16]2=[N:7][S:5]([C:2]([CH3:4])([CH3:3])[CH3:1])=[O:6])=[CH:11][CH:10]=1. (8) Given the reactants [F:1][C:2]1[CH:7]=[CH:6][C:5]([C:8]2[N:13]=[C:12]3[CH:14]=[CH:15][S:16][C:11]3=[C:10]([OH:17])[CH:9]=2)=[CH:4][CH:3]=1.Cl.[N:19]1[CH:24]=[CH:23][CH:22]=[CH:21][C:20]=1[CH2:25]Cl.C(=O)([O-])[O-].[K+].[K+], predict the reaction product. The product is: [F:1][C:2]1[CH:3]=[CH:4][C:5]([C:8]2[N:13]=[C:12]3[CH:14]=[CH:15][S:16][C:11]3=[C:10]([O:17][CH2:25][C:20]3[CH:21]=[CH:22][CH:23]=[CH:24][N:19]=3)[CH:9]=2)=[CH:6][CH:7]=1.